Dataset: NCI-60 drug combinations with 297,098 pairs across 59 cell lines. Task: Regression. Given two drug SMILES strings and cell line genomic features, predict the synergy score measuring deviation from expected non-interaction effect. (1) Drug 1: CC=C1C(=O)NC(C(=O)OC2CC(=O)NC(C(=O)NC(CSSCCC=C2)C(=O)N1)C(C)C)C(C)C. Drug 2: C1CN(P(=O)(OC1)NCCCl)CCCl. Cell line: OVCAR-8. Synergy scores: CSS=37.1, Synergy_ZIP=-2.28, Synergy_Bliss=1.54, Synergy_Loewe=1.66, Synergy_HSA=1.23. (2) Drug 1: COC1=NC(=NC2=C1N=CN2C3C(C(C(O3)CO)O)O)N. Drug 2: CC=C1C(=O)NC(C(=O)OC2CC(=O)NC(C(=O)NC(CSSCCC=C2)C(=O)N1)C(C)C)C(C)C. Cell line: COLO 205. Synergy scores: CSS=37.4, Synergy_ZIP=0.232, Synergy_Bliss=3.16, Synergy_Loewe=-21.4, Synergy_HSA=-1.04. (3) Synergy scores: CSS=11.1, Synergy_ZIP=-3.12, Synergy_Bliss=0.383, Synergy_Loewe=0.845, Synergy_HSA=0.425. Drug 2: CN(C(=O)NC(C=O)C(C(C(CO)O)O)O)N=O. Drug 1: C1=NNC2=C1C(=O)NC=N2. Cell line: SK-MEL-28. (4) Drug 1: CCC1=C2CN3C(=CC4=C(C3=O)COC(=O)C4(CC)O)C2=NC5=C1C=C(C=C5)O. Drug 2: C1=NNC2=C1C(=O)NC=N2. Cell line: MDA-MB-231. Synergy scores: CSS=12.1, Synergy_ZIP=-3.46, Synergy_Bliss=2.94, Synergy_Loewe=-8.14, Synergy_HSA=1.82. (5) Drug 1: C1=NC2=C(N=C(N=C2N1C3C(C(C(O3)CO)O)O)F)N. Drug 2: C1=NC2=C(N1)C(=S)N=CN2. Cell line: 786-0. Synergy scores: CSS=50.0, Synergy_ZIP=4.98, Synergy_Bliss=-0.373, Synergy_Loewe=-19.8, Synergy_HSA=-0.662. (6) Drug 1: CNC(=O)C1=CC=CC=C1SC2=CC3=C(C=C2)C(=NN3)C=CC4=CC=CC=N4. Drug 2: CN(CCCl)CCCl.Cl. Cell line: HS 578T. Synergy scores: CSS=-7.99, Synergy_ZIP=2.64, Synergy_Bliss=0.464, Synergy_Loewe=-7.77, Synergy_HSA=-6.60. (7) Drug 1: C1CN(P(=O)(OC1)NCCCl)CCCl. Drug 2: C(CCl)NC(=O)N(CCCl)N=O. Cell line: LOX IMVI. Synergy scores: CSS=24.1, Synergy_ZIP=-5.15, Synergy_Bliss=1.85, Synergy_Loewe=-9.70, Synergy_HSA=1.36.